Dataset: Forward reaction prediction with 1.9M reactions from USPTO patents (1976-2016). Task: Predict the product of the given reaction. (1) Given the reactants Cl.[CH3:2][O:3][C:4]1[CH:16]=[CH:15][C:7]([CH2:8][N:9]2[C:13]([NH2:14])=[CH:12][CH:11]=[N:10]2)=[CH:6][CH:5]=1.C(=O)(O)[O-].[Na+].[CH2:22]([O:24][C:25](=[O:36])[C:26](=[CH:32]OCC)[C:27]([O:29][CH2:30][CH3:31])=[O:28])[CH3:23], predict the reaction product. The product is: [CH2:22]([O:24][C:25](=[O:36])[C:26](=[CH:32][NH:14][C:13]1[N:9]([CH2:8][C:7]2[CH:6]=[CH:5][C:4]([O:3][CH3:2])=[CH:16][CH:15]=2)[N:10]=[CH:11][CH:12]=1)[C:27]([O:29][CH2:30][CH3:31])=[O:28])[CH3:23]. (2) Given the reactants C[O:2][C:3](=[O:24])[C@@H:4]([N:9]1[CH2:13][C:12]([O:14][C:15]2[C:20]([F:21])=[CH:19][CH:18]=[CH:17][C:16]=2[F:22])=[CH:11][C:10]1=[O:23])[CH2:5][CH:6]([CH3:8])[CH3:7].[OH-].[Li+].C(OCC)C, predict the reaction product. The product is: [F:22][C:16]1[CH:17]=[CH:18][CH:19]=[C:20]([F:21])[C:15]=1[O:14][C:12]1[CH2:13][N:9]([C@@H:4]([CH2:5][CH:6]([CH3:8])[CH3:7])[C:3]([OH:24])=[O:2])[C:10](=[O:23])[CH:11]=1. (3) Given the reactants [CH:1]12[CH2:7][CH:4]([CH2:5][CH2:6]1)[CH2:3][CH:2]2[C:8]1([CH3:15])[C:12](=[O:13])[NH:11][N:10]=[C:9]1[CH3:14].Br[CH2:17][C:18]([C:20]1[CH:25]=[CH:24][CH:23]=[CH:22][CH:21]=1)=[O:19], predict the reaction product. The product is: [C@H:1]12[CH2:7][C@H:4]([CH2:5][CH2:6]1)[CH2:3][C@@H:2]2[C:8]1([CH3:15])[C:12](=[O:13])[N:11]([CH2:17][C:18](=[O:19])[C:20]2[CH:25]=[CH:24][CH:23]=[CH:22][CH:21]=2)[N:10]=[C:9]1[CH3:14]. (4) Given the reactants [Cl:1][C:2]1[CH:3]=[C:4]([C@@H:12]([CH2:31][CH:32]2[CH2:36][CH2:35][CH2:34][CH2:33]2)[C:13]([NH:15][C:16]2[CH:20]=[CH:19][N:18]([CH2:21][C:22]3[CH:23]=[C:24]([CH:28]=[CH:29][CH:30]=3)[C:25]([OH:27])=O)[N:17]=2)=[O:14])[CH:5]=[CH:6][C:7]=1[S:8]([CH3:11])(=[O:10])=[O:9].C(Cl)(=O)C([Cl:40])=O.N1C(C)=CC=CC=1C, predict the reaction product. The product is: [Cl:1][C:2]1[CH:3]=[C:4]([C@@H:12]([CH2:31][CH:32]2[CH2:33][CH2:34][CH2:35][CH2:36]2)[C:13]([NH:15][C:16]2[CH:20]=[CH:19][N:18]([CH2:21][C:22]3[CH:23]=[C:24]([CH:28]=[CH:29][CH:30]=3)[C:25]([Cl:40])=[O:27])[N:17]=2)=[O:14])[CH:5]=[CH:6][C:7]=1[S:8]([CH3:11])(=[O:10])=[O:9]. (5) Given the reactants [Cl:1][C:2]1[CH:3]=[C:4]([CH2:8][CH2:9][NH:10][C:11](=[O:25])[C:12]2[CH:17]=[CH:16][C:15]([N:18]3[CH:22]=[C:21]([CH3:23])[N:20]=[CH:19]3)=[C:14]([OH:24])[CH:13]=2)[CH:5]=[CH:6][CH:7]=1.Br.O[C:28]1[CH:29]=C(C=C[C:36]=1N1C=C(C)N=C1)C(O)=O.ClC1C=C(CCN)C=CC=1.N1(O)C2C=CC=CC=2N=N1.C(N(C(C)C)CC)(C)C.Cl.CN(C)CCCN=C=NCC, predict the reaction product. The product is: [Cl:1][C:2]1[CH:3]=[C:4]([CH2:8][CH2:9][NH:10][C:11](=[O:25])[C:12]2[CH:17]=[CH:16][C:15]([N:18]3[CH:22]=[C:21]([CH3:23])[N:20]=[CH:19]3)=[C:14]([O:24][CH2:29][C:28]#[CH:36])[CH:13]=2)[CH:5]=[CH:6][CH:7]=1.